This data is from Forward reaction prediction with 1.9M reactions from USPTO patents (1976-2016). The task is: Predict the product of the given reaction. (1) Given the reactants [Cl:1][C:2]1[N:7]=[C:6](Cl)[CH:5]=[CH:4][N:3]=1.[CH:9]([N:12](C(C)C)CC)(C)[CH3:10].C(CN)[OH:19], predict the reaction product. The product is: [Cl:1][C:2]1[N:7]=[C:6]([NH:12][CH:9]([OH:19])[CH3:10])[CH:5]=[CH:4][N:3]=1. (2) Given the reactants [CH2:1]([O:3][CH:4]([CH2:11][C:12]1[CH:17]=[CH:16][C:15]([OH:18])=[CH:14][CH:13]=1)[C:5]([O:7][CH:8]([CH3:10])[CH3:9])=[O:6])[CH3:2].P([O-])([O-])([O-])=O, predict the reaction product. The product is: [CH2:1]([O:3][C@H:4]([CH2:11][C:12]1[CH:13]=[CH:14][C:15]([OH:18])=[CH:16][CH:17]=1)[C:5]([OH:7])=[O:6])[CH3:2].[CH2:1]([O:3][C@@H:4]([CH2:11][C:12]1[CH:17]=[CH:16][C:15]([OH:18])=[CH:14][CH:13]=1)[C:5]([O:7][CH:8]([CH3:10])[CH3:9])=[O:6])[CH3:2].